From a dataset of CYP2C9 inhibition data for predicting drug metabolism from PubChem BioAssay. Regression/Classification. Given a drug SMILES string, predict its absorption, distribution, metabolism, or excretion properties. Task type varies by dataset: regression for continuous measurements (e.g., permeability, clearance, half-life) or binary classification for categorical outcomes (e.g., BBB penetration, CYP inhibition). Dataset: cyp2c9_veith. The molecule is O=C(c1cnccn1)N1CCC2(CCN(Cc3cc(C(F)(F)F)cc(C(F)(F)F)c3)CC2)CC1. The result is 0 (non-inhibitor).